Dataset: Reaction yield outcomes from USPTO patents with 853,638 reactions. Task: Predict the reaction yield, written as a fraction of the theoretical maximum amount of product (1.0 means a 100% yield; for example, 0.34 means a 34% yield). (1) The reactants are Cl[C:2]1[C:7]([CH3:8])=[C:6]([O:9][CH:10]2[CH2:15][CH2:14][N:13]([C:16]3[O:20][N:19]=[C:18]([CH:21]([CH3:23])[CH3:22])[N:17]=3)[CH2:12][CH2:11]2)[N:5]=[CH:4][N:3]=1.C(=O)([O-])[O-].[K+].[K+].[Br:30][C:31]1[CH:36]=[CH:35][C:34]([OH:37])=[C:33]([F:38])[CH:32]=1. The catalyst is CN(C=O)C. The product is [Br:30][C:31]1[CH:36]=[CH:35][C:34]([O:37][C:2]2[C:7]([CH3:8])=[C:6]([O:9][CH:10]3[CH2:15][CH2:14][N:13]([C:16]4[O:20][N:19]=[C:18]([CH:21]([CH3:23])[CH3:22])[N:17]=4)[CH2:12][CH2:11]3)[N:5]=[CH:4][N:3]=2)=[C:33]([F:38])[CH:32]=1. The yield is 0.480. (2) The reactants are C([O:3][C:4]([C:6]1[S:10][C:9]([NH:11][C:12]([C:14]2[CH:19]=[CH:18][N:17]=[CH:16][CH:15]=2)=[O:13])=[N:8][C:7]=1[C:20]1[O:21][CH:22]=[CH:23][CH:24]=1)=[O:5])C.[Na].[OH-].Cl. The catalyst is C1COCC1.CO. The product is [C:4]([C:6]1[S:10][C:9]([NH:11][C:12]([C:14]2[CH:15]=[CH:16][N:17]=[CH:18][CH:19]=2)=[O:13])=[N:8][C:7]=1[C:20]1[O:21][CH:22]=[CH:23][CH:24]=1)([OH:5])=[O:3]. The yield is 0.530.